From a dataset of TCR-epitope binding with 47,182 pairs between 192 epitopes and 23,139 TCRs. Binary Classification. Given a T-cell receptor sequence (or CDR3 region) and an epitope sequence, predict whether binding occurs between them. (1) The epitope is GLNKIVRMY. The TCR CDR3 sequence is CASSQDSSGRVTGELFF. Result: 1 (the TCR binds to the epitope). (2) The epitope is ELAGIGILTV. The TCR CDR3 sequence is CASSLDLGRYEQYF. Result: 1 (the TCR binds to the epitope). (3) The epitope is TLVPQEHYV. The TCR CDR3 sequence is CASSQGGGFGYEQYF. Result: 1 (the TCR binds to the epitope). (4) The epitope is TLIGDCATV. The TCR CDR3 sequence is CASSSVGLAGYNEQFF. Result: 1 (the TCR binds to the epitope). (5) The epitope is MMISAGFSL. The TCR CDR3 sequence is CASSLRGLAFSYSYNEQFF. Result: 0 (the TCR does not bind to the epitope). (6) The epitope is PKYVKQNTLKLAT. The TCR CDR3 sequence is CASSSPTGSRNTEAFF. Result: 1 (the TCR binds to the epitope). (7) The epitope is TAFTIPSI. The TCR CDR3 sequence is CASSRGTRDYEQYF. Result: 0 (the TCR does not bind to the epitope).